This data is from Forward reaction prediction with 1.9M reactions from USPTO patents (1976-2016). The task is: Predict the product of the given reaction. (1) Given the reactants [Br:1][C:2]1[CH:7]=[CH:6][C:5]([S:8][CH2:9][C:10](=O)[CH3:11])=[CH:4][CH:3]=1, predict the reaction product. The product is: [Br:1][C:2]1[CH:7]=[CH:6][C:5]2[S:8][CH:9]=[C:10]([CH3:11])[C:4]=2[CH:3]=1. (2) Given the reactants [CH2:1]([C:8]1[S:12][C:11]([NH2:13])=[N:10][C:9]=1[C:14]1[CH:19]=[CH:18][C:17]([O:20][CH3:21])=[CH:16][CH:15]=1)[C:2]1[CH:7]=[CH:6][CH:5]=[CH:4][CH:3]=1.[Cl:22][C:23]1[CH:31]=[CH:30][C:26]([C:27](Cl)=[O:28])=[CH:25][CH:24]=1, predict the reaction product. The product is: [CH2:1]([C:8]1[S:12][C:11]([NH:13][C:27](=[O:28])[C:26]2[CH:30]=[CH:31][C:23]([Cl:22])=[CH:24][CH:25]=2)=[N:10][C:9]=1[C:14]1[CH:15]=[CH:16][C:17]([O:20][CH3:21])=[CH:18][CH:19]=1)[C:2]1[CH:3]=[CH:4][CH:5]=[CH:6][CH:7]=1. (3) Given the reactants Br[C:2]1[CH:3]=[C:4]2[C:10]([C:11]3[CH:12]=[C:13]4C(=[CH:18][CH:19]=3)NC=C4)=[CH:9][N:8](S(C3C=CC(C)=CC=3)(=O)=O)[C:5]2=[N:6][CH:7]=1.[CH3:30][N:31]1[CH2:36][CH2:35][N:34]([CH2:37][C:38]2[CH:43]=[CH:42][C:41](B3OC(C)(C)C(C)(C)O3)=[CH:40][CH:39]=2)[CH2:33][CH2:32]1.[C:53]([O-:56])([O-])=O.[Na+].[Na+].[CH3:59]C#N, predict the reaction product. The product is: [CH3:59][C:9]1[NH:8][C:5]2=[N:6][CH:7]=[C:2]([C:41]3[CH:40]=[CH:39][C:38]([CH2:37][N:34]4[CH2:33][CH2:32][N:31]([CH3:30])[CH2:36][CH2:35]4)=[CH:43][CH:42]=3)[CH:3]=[C:4]2[C:10]=1[C:11]1[CH:19]=[CH:18][C:53]([OH:56])=[CH:13][CH:12]=1. (4) Given the reactants C([O:5][C:6](=[O:40])[CH2:7][CH:8]([NH:13][C:14](=[O:39])[C@@H:15]([N:23]1[CH:28]=[CH:27][CH:26]=[C:25]([NH:29][C:30](=[O:37])[C:31]2[CH:36]=[CH:35][CH:34]=[CH:33][CH:32]=2)[C:24]1=[O:38])[CH2:16][C:17]1[CH:22]=[CH:21][CH:20]=[CH:19][CH:18]=1)[C:9](=[O:12])[CH2:10][F:11])(C)(C)C.FC(F)(F)C(O)=O, predict the reaction product. The product is: [C:30]([NH:29][C:25]1[C:24](=[O:38])[N:23]([C@@H:15]([CH2:16][C:17]2[CH:18]=[CH:19][CH:20]=[CH:21][CH:22]=2)[C:14]([NH:13][CH:8]([C:9](=[O:12])[CH2:10][F:11])[CH2:7][C:6]([OH:40])=[O:5])=[O:39])[CH:28]=[CH:27][CH:26]=1)(=[O:37])[C:31]1[CH:36]=[CH:35][CH:34]=[CH:33][CH:32]=1.